From a dataset of TCR-epitope binding with 47,182 pairs between 192 epitopes and 23,139 TCRs. Binary Classification. Given a T-cell receptor sequence (or CDR3 region) and an epitope sequence, predict whether binding occurs between them. (1) The epitope is TTLPVNVAF. The TCR CDR3 sequence is CASSPGLAGGDEQFF. Result: 0 (the TCR does not bind to the epitope). (2) The TCR CDR3 sequence is CASSKVGRDRGHEQYF. Result: 0 (the TCR does not bind to the epitope). The epitope is GILGFVFTL. (3) The epitope is VLQAVGACV. The TCR CDR3 sequence is CASTPTGVEQYF. Result: 1 (the TCR binds to the epitope). (4) The epitope is SSNVANYQK. The TCR CDR3 sequence is CASSQAPIGELFF. Result: 0 (the TCR does not bind to the epitope).